From a dataset of Full USPTO retrosynthesis dataset with 1.9M reactions from patents (1976-2016). Predict the reactants needed to synthesize the given product. (1) Given the product [CH3:12][N:13]1[CH2:18][CH2:17][N:16]([C:2]2[CH:3]=[CH:4][C:5]([N+:9]([O-:11])=[O:10])=[C:6]([CH:8]=2)[NH2:7])[CH2:15][CH2:14]1, predict the reactants needed to synthesize it. The reactants are: Cl[C:2]1[CH:3]=[CH:4][C:5]([N+:9]([O-:11])=[O:10])=[C:6]([CH:8]=1)[NH2:7].[CH3:12][N:13]1[CH2:18][CH2:17][NH:16][CH2:15][CH2:14]1.[Na+].[Cl-]. (2) Given the product [C:1]([C:3]1[C:4]([N:18]2[CH2:19][CH:20]([C:22]([NH:36][S:33]([CH2:32][C:27]3[CH:28]=[CH:29][CH:30]=[CH:31][C:26]=3[F:25])(=[O:35])=[O:34])=[O:23])[CH2:21]2)=[N:5][C:6]([C:14]([F:17])([F:15])[F:16])=[C:7]([CH:8]=1)[C:9]([O:11][CH2:12][CH3:13])=[O:10])#[N:2], predict the reactants needed to synthesize it. The reactants are: [C:1]([C:3]1[C:4]([N:18]2[CH2:21][CH:20]([C:22](O)=[O:23])[CH2:19]2)=[N:5][C:6]([C:14]([F:17])([F:16])[F:15])=[C:7]([C:9]([O:11][CH2:12][CH3:13])=[O:10])[CH:8]=1)#[N:2].[F:25][C:26]1[CH:31]=[CH:30][CH:29]=[CH:28][C:27]=1[CH2:32][S:33]([NH2:36])(=[O:35])=[O:34]. (3) Given the product [CH2:9]([O:16][C:17]1[C:22]([NH2:23])=[C:21]([F:24])[C:20]([F:25])=[C:19]([Br:1])[CH:18]=1)[C:10]1[CH:11]=[CH:12][CH:13]=[CH:14][CH:15]=1, predict the reactants needed to synthesize it. The reactants are: [Br:1]N1C(=O)CCC1=O.[CH2:9]([O:16][C:17]1[C:22]([NH2:23])=[C:21]([F:24])[C:20]([F:25])=[CH:19][CH:18]=1)[C:10]1[CH:15]=[CH:14][CH:13]=[CH:12][CH:11]=1.O. (4) The reactants are: [Cl:1][C:2]1[CH:8]=[CH:7][C:5]([NH2:6])=[CH:4][CH:3]=1.[Cl:9][CH2:10][C:11](Cl)=[O:12]. Given the product [Cl:9][CH2:10][C:11]([NH:6][C:5]1[CH:7]=[CH:8][C:2]([Cl:1])=[CH:3][CH:4]=1)=[O:12], predict the reactants needed to synthesize it. (5) Given the product [C:1]([O:4][CH2:5][C:6]1[C:7]([N:27]2[CH2:39][CH2:38][N:30]3[C:35]4[CH2:34][CH2:33][CH2:32][CH2:31][C:36]=4[CH:37]=[C:29]3[C:28]2=[O:40])=[CH:8][C:9]([F:26])=[CH:10][C:11]=1[C:42]1[CH:43]=[C:44]([NH:50][C:51]2[CH:56]=[CH:55][C:54]([CH:57]3[CH2:61][CH2:60][CH2:59][N:58]3[CH3:62])=[CH:53][N:52]=2)[C:45](=[O:49])[N:46]([CH3:48])[CH:47]=1)(=[O:3])[CH3:2], predict the reactants needed to synthesize it. The reactants are: [C:1]([O:4][CH2:5][C:6]1[C:11](N2CCN3C4CCCCC=4C=C3C2=O)=[CH:10][C:9]([F:26])=[CH:8][C:7]=1[N:27]1[CH2:39][CH2:38][N:30]2[C:31]3[CH2:32][CH2:33][CH2:34][CH2:35][C:36]=3[CH:37]=[C:29]2[C:28]1=[O:40])(=[O:3])[CH3:2].Br[C:42]1[CH:43]=[C:44]([NH:50][C:51]2[CH:56]=[CH:55][C:54]([CH:57]3[CH2:61][CH2:60][CH2:59][N:58]3[CH3:62])=[CH:53][N:52]=2)[C:45](=[O:49])[N:46]([CH3:48])[CH:47]=1.C(=O)([O-])[O-].[Na+].[Na+].COCCOC.